From a dataset of TCR-epitope binding with 47,182 pairs between 192 epitopes and 23,139 TCRs. Binary Classification. Given a T-cell receptor sequence (or CDR3 region) and an epitope sequence, predict whether binding occurs between them. (1) The epitope is KTSVDCTMYI. The TCR CDR3 sequence is CASSLGGLAGDSYEQYF. Result: 1 (the TCR binds to the epitope). (2) The epitope is KLGGALQAK. The TCR CDR3 sequence is CASTVYHGELFF. Result: 1 (the TCR binds to the epitope). (3) The epitope is ATDALMTGY. Result: 1 (the TCR binds to the epitope). The TCR CDR3 sequence is CASSGDRDAGSSYEQYF.